Predict the reaction yield, written as a fraction of the theoretical maximum amount of product (1.0 means a 100% yield; for example, 0.34 means a 34% yield). From a dataset of Reaction yield outcomes from USPTO patents with 853,638 reactions. (1) The reactants are [H-].[Na+].[C:3]1([NH:9][NH2:10])[CH:8]=[CH:7][CH:6]=[CH:5][CH:4]=1.Br[C:12]1[S:13][CH:14]=[CH:15][N:16]=1. The catalyst is O1CCOCC1. The product is [C:3]1([N:9]([C:12]2[S:13][CH:14]=[CH:15][N:16]=2)[NH2:10])[CH:8]=[CH:7][CH:6]=[CH:5][CH:4]=1. The yield is 0.210. (2) The reactants are CCN(C(C)C)C(C)C.[Cl:10][C:11]1[CH:19]=[C:18]([Cl:20])[CH:17]=[CH:16][C:12]=1[C:13]([OH:15])=O.CCN=C=NCCCN(C)C.C1C=CC2N(O)N=NC=2C=1.Cl.[O:43]=[C:44]([N:62]1[CH2:67][CH2:66][NH:65][CH2:64][CH2:63]1)[CH2:45][NH:46][C:47](=[O:61])[C:48]1[CH:53]=[CH:52][C:51]([O:54][C:55]2[CH:60]=[CH:59][CH:58]=[CH:57][CH:56]=2)=[CH:50][CH:49]=1. The catalyst is CN(C=O)C.O. The product is [Cl:10][C:11]1[CH:19]=[C:18]([Cl:20])[CH:17]=[CH:16][C:12]=1[C:13]([N:65]1[CH2:66][CH2:67][N:62]([C:44](=[O:43])[CH2:45][NH:46][C:47](=[O:61])[C:48]2[CH:49]=[CH:50][C:51]([O:54][C:55]3[CH:56]=[CH:57][CH:58]=[CH:59][CH:60]=3)=[CH:52][CH:53]=2)[CH2:63][CH2:64]1)=[O:15]. The yield is 0.640.